Dataset: Forward reaction prediction with 1.9M reactions from USPTO patents (1976-2016). Task: Predict the product of the given reaction. (1) Given the reactants [Cl:1][C:2]1[CH:3]=[C:4]([CH:13]=[CH:14][C:15]=1[F:16])[CH2:5][NH:6][C:7]1[S:8][CH2:9][C:10](=[O:12])[N:11]=1.[N:17]1[C:26]2[C:21](=[N:22][C:23]([CH:27]=O)=[CH:24][CH:25]=2)[CH:20]=[CH:19][CH:18]=1.C(O)(=O)C1C=CC=CC=1.N1CCCCC1, predict the reaction product. The product is: [Cl:1][C:2]1[CH:3]=[C:4]([CH:13]=[CH:14][C:15]=1[F:16])[CH2:5][NH:6][C:7]1[S:8][C:9](=[CH:27][C:23]2[CH:24]=[CH:25][C:26]3[C:21](=[CH:20][CH:19]=[CH:18][N:17]=3)[N:22]=2)[C:10](=[O:12])[N:11]=1. (2) The product is: [CH3:2][O:3][C:4](=[O:27])[C@H:5]([CH2:7][C:8]1[CH:9]=[CH:10][C:11]([C:14]2[C:15](=[O:26])[N:16]([CH3:25])[C:17]([CH3:24])=[CH:18][C:19]=2[C:20]([F:21])([F:22])[F:23])=[CH:12][CH:13]=1)[NH:6][C:15]([C:14]1[C:11]([CH3:12])=[CH:10][CH:9]=[CH:8][C:36]=1[CH2:34][CH3:35])=[O:26]. Given the reactants Cl.[CH3:2][O:3][C:4](=[O:27])[C@H:5]([CH2:7][C:8]1[CH:13]=[CH:12][C:11]([C:14]2[C:15](=[O:26])[N:16]([CH3:25])[C:17]([CH3:24])=[CH:18][C:19]=2[C:20]([F:23])([F:22])[F:21])=[CH:10][CH:9]=1)[NH2:6].CCN([CH:34]([CH3:36])[CH3:35])C(C)C, predict the reaction product. (3) The product is: [OH:18][CH2:19][C:20]1[CH:25]=[C:24]([C:2]2[CH:11]=[C:10]3[C:5]([CH:6]=[C:7]([NH:12][C:13]([CH:15]4[CH2:17][CH2:16]4)=[O:14])[N:8]=[CH:9]3)=[CH:4][CH:3]=2)[CH:23]=[CH:22][CH:21]=1. Given the reactants Br[C:2]1[CH:11]=[C:10]2[C:5]([CH:6]=[C:7]([NH:12][C:13]([CH:15]3[CH2:17][CH2:16]3)=[O:14])[N:8]=[CH:9]2)=[CH:4][CH:3]=1.[OH:18][CH2:19][C:20]1[CH:21]=[C:22](B(O)O)[CH:23]=[CH:24][CH:25]=1.C(=O)([O-])[O-].[Cs+].[Cs+].C(OCC)(=O)C, predict the reaction product. (4) Given the reactants [O:1]1[CH2:6][CH2:5][N:4]([S:7]([CH2:10][C:11]([C:13]2[CH:18]=[CH:17][C:16]([F:19])=[CH:15][CH:14]=2)=[O:12])(=[O:9])=[O:8])[CH2:3][CH2:2]1.C(=O)([O-])[O-].[K+].[K+].[CH2:26](Br)[C:27]1[CH:32]=[CH:31][CH:30]=[CH:29][CH:28]=1.[I-].[K+], predict the reaction product. The product is: [O:1]1[CH2:2][CH2:3][N:4]([S:7]([CH:10]([C:11]([C:13]2[CH:18]=[CH:17][C:16]([F:19])=[CH:15][CH:14]=2)=[O:12])[CH2:26][C:27]2[CH:32]=[CH:31][CH:30]=[CH:29][CH:28]=2)(=[O:8])=[O:9])[CH2:5][CH2:6]1.